From a dataset of Full USPTO retrosynthesis dataset with 1.9M reactions from patents (1976-2016). Predict the reactants needed to synthesize the given product. Given the product [Cl:1][C:2]1[CH:3]=[C:4]([C:8]2[C:13]([O:14][CH3:15])=[CH:12][CH:11]=[C:10]([CH2:16][C:17]3[CH:18]=[CH:19][C:20]([N:25]4[CH2:29][CH2:28][C@H:26]4[C:30]([OH:32])=[O:31])=[N:21][CH:22]=3)[C:9]=2[F:24])[CH:5]=[CH:6][CH:7]=1, predict the reactants needed to synthesize it. The reactants are: [Cl:1][C:2]1[CH:3]=[C:4]([C:8]2[C:13]([O:14][CH3:15])=[CH:12][CH:11]=[C:10]([CH2:16][C:17]3[CH:18]=[CH:19][C:20](F)=[N:21][CH:22]=3)[C:9]=2[F:24])[CH:5]=[CH:6][CH:7]=1.[NH:25]1[CH2:29][CH2:28]C[C@H:26]1[C:30]([OH:32])=[O:31].N12CCCN=C1CCCCC2.